From a dataset of Full USPTO retrosynthesis dataset with 1.9M reactions from patents (1976-2016). Predict the reactants needed to synthesize the given product. (1) Given the product [CH3:44][C:37]1([CH3:45])[CH2:36][C@H:35]([NH:34][C:32]2[C:31]([F:46])=[CH:30][N:29]=[C:28]([NH:1][C:2]3[CH:3]=[CH:4][C:5]([O:15][CH2:16][CH2:17][OH:18])=[C:6]([N:8]4[C:12](=[O:13])[N:11]([CH3:14])[N:10]=[N:9]4)[CH:7]=3)[N:33]=2)[CH2:43][C@H:42]2[N:38]1[CH2:39][CH2:40][CH2:41]2, predict the reactants needed to synthesize it. The reactants are: [NH2:1][C:2]1[CH:3]=[CH:4][C:5]([O:15][CH2:16][CH2:17][O:18][Si](C(C)(C)C)(C)C)=[C:6]([N:8]2[C:12](=[O:13])[N:11]([CH3:14])[N:10]=[N:9]2)[CH:7]=1.Cl.Cl[C:28]1[N:33]=[C:32]([NH:34][C@@H:35]2[CH2:43][C@H:42]3[N:38]([CH2:39][CH2:40][CH2:41]3)[C:37]([CH3:45])([CH3:44])[CH2:36]2)[C:31]([F:46])=[CH:30][N:29]=1.CC1C=CC(S(O)(=O)=O)=CC=1.O. (2) Given the product [Cl:23][C:22]1[C:17]([N:14]2[CH2:15][CH2:16][N:11]([C:9]3[NH:8][C:7]4[C:2]([C:34]5[CH:35]=[CH:36][C:31]([C:30]([F:41])([F:40])[F:29])=[CH:32][CH:33]=5)=[CH:3][C:4]([C:25]([F:27])([F:28])[F:26])=[CH:5][C:6]=4[N:10]=3)[C@H:12]([CH3:24])[CH2:13]2)=[N:18][CH:19]=[CH:20][CH:21]=1, predict the reactants needed to synthesize it. The reactants are: Br[C:2]1[C:7]2[NH:8][C:9]([N:11]3[CH2:16][CH2:15][N:14]([C:17]4[C:22]([Cl:23])=[CH:21][CH:20]=[CH:19][N:18]=4)[CH2:13][C@H:12]3[CH3:24])=[N:10][C:6]=2[CH:5]=[C:4]([C:25]([F:28])([F:27])[F:26])[CH:3]=1.[F:29][C:30]([F:41])([F:40])[C:31]1[CH:36]=[CH:35][C:34](B(O)O)=[CH:33][CH:32]=1. (3) Given the product [CH3:11][O:12][C:13]1[CH:24]=[CH:23][C:16]([CH2:17][C@@H:18]([CH2:21][CH3:22])[CH:19]=[O:20])=[C:15]([CH:25]=[CH2:26])[CH:14]=1, predict the reactants needed to synthesize it. The reactants are: CS(C)=O.C(Cl)(=O)C(Cl)=O.[CH3:11][O:12][C:13]1[CH:24]=[CH:23][C:16]([CH2:17][C@@H:18]([CH2:21][CH3:22])[CH2:19][OH:20])=[C:15]([CH:25]=[CH2:26])[CH:14]=1.C(N(CC)CC)C. (4) Given the product [CH3:1][O:2][C:3](=[O:25])[CH2:4][CH:5]1[C:9]2[CH:10]=[CH:11][C:12]([O:14][C@H:15]3[C:23]4[C:18](=[C:19]([C:34]5[CH2:39][CH2:38][O:37][CH2:36][CH:35]=5)[CH:20]=[CH:21][CH:22]=4)[CH2:17][CH2:16]3)=[CH:13][C:8]=2[O:7][CH2:6]1, predict the reactants needed to synthesize it. The reactants are: [CH3:1][O:2][C:3](=[O:25])[CH2:4][CH:5]1[C:9]2[CH:10]=[CH:11][C:12]([O:14][C@H:15]3[C:23]4[C:18](=[C:19](Br)[CH:20]=[CH:21][CH:22]=4)[CH2:17][CH2:16]3)=[CH:13][C:8]=2[O:7][CH2:6]1.CC1(C)C(C)(C)OB([C:34]2[CH2:35][CH2:36][O:37][CH2:38][CH:39]=2)O1. (5) The reactants are: [Br:1][C:2]1[CH:8]=[CH:7][C:5]([NH2:6])=[CH:4][CH:3]=1.[CH:9]1([CH:12]=O)[CH2:11][CH2:10]1.[CH:14](/[NH:17][C:18](=[O:24])[O:19][C:20]([CH3:23])([CH3:22])[CH3:21])=[CH:15]\[CH3:16].P([O-])(OC1C=CC=CC=1)(OC1C=CC=CC=1)=O. Given the product [Br:1][C:2]1[CH:8]=[C:7]2[C:5](=[CH:4][CH:3]=1)[NH:6][C@@H:12]([CH:9]1[CH2:10][CH2:11]1)[C@H:15]([CH3:16])[C@H:14]2[NH:17][C:18](=[O:24])[O:19][C:20]([CH3:23])([CH3:22])[CH3:21], predict the reactants needed to synthesize it.